The task is: Predict the reaction yield, written as a fraction of the theoretical maximum amount of product (1.0 means a 100% yield; for example, 0.34 means a 34% yield).. This data is from Reaction yield outcomes from USPTO patents with 853,638 reactions. (1) The reactants are [OH:1][CH2:2][C:3]1[CH:4]=[C:5]2[C:9](=[CH:10][CH:11]=1)[N:8]([C:12]1[CH:17]=[C:16]([I:18])[CH:15]=[CH:14][N:13]=1)[N:7]=[C:6]2[C:19]([OH:21])=O.[Cl-].[NH4+:23]. No catalyst specified. The product is [OH:1][CH2:2][C:3]1[CH:4]=[C:5]2[C:9](=[CH:10][CH:11]=1)[N:8]([C:12]1[CH:17]=[C:16]([I:18])[CH:15]=[CH:14][N:13]=1)[N:7]=[C:6]2[C:19]([NH2:23])=[O:21]. The yield is 0.540. (2) The reactants are [Br:1][C:2]1[CH:9]=[C:8]([CH3:10])[CH:7]=[C:6]([F:11])[C:3]=1[CH:4]=O.S([O-])(OCCCCCCCCCCCC)(=O)=O.[Na+].C(OI(C1C=CC=CC=1)OC(=O)C)(=O)C.C([O-])(=O)C.[NH4+:49]. The catalyst is O. The product is [Br:1][C:2]1[CH:9]=[C:8]([CH3:10])[CH:7]=[C:6]([F:11])[C:3]=1[C:4]#[N:49]. The yield is 0.790. (3) The reactants are [F:1][C:2]1[CH:11]=[CH:10][C:9]2[N:8]=[CH:7][C:6](=[O:12])[N:5]3[CH2:13][CH:14]([CH2:15][N:16]4[CH2:21][CH2:20][CH:19]([NH:22]C(=O)OC(C)(C)C)[CH2:18][CH2:17]4)[C:3]=1[C:4]=23.Cl. The catalyst is ClCCl.CO.O.O1CCOCC1. The product is [NH2:22][CH:19]1[CH2:18][CH2:17][N:16]([CH2:15][CH:14]2[C:3]3[C:4]4[N:5]([C:6](=[O:12])[CH:7]=[N:8][C:9]=4[CH:10]=[CH:11][C:2]=3[F:1])[CH2:13]2)[CH2:21][CH2:20]1. The yield is 0.980. (4) The reactants are [C:1]([C:5]1[CH:6]=[C:7]([NH2:17])[N:8]([C:10]2[CH:15]=[CH:14][C:13](F)=[CH:12][CH:11]=2)[N:9]=1)([CH3:4])([CH3:3])[CH3:2].[C:18](C1C=CC(NN)=CC=1)#[N:19]. No catalyst specified. The product is [NH2:17][C:7]1[N:8]([C:10]2[CH:15]=[CH:14][C:13]([C:18]#[N:19])=[CH:12][CH:11]=2)[N:9]=[C:5]([C:1]([CH3:4])([CH3:3])[CH3:2])[CH:6]=1. The yield is 0.850.